Dataset: Catalyst prediction with 721,799 reactions and 888 catalyst types from USPTO. Task: Predict which catalyst facilitates the given reaction. Reactant: Cl.[NH2:2][C@@H:3]1[CH2:8][CH2:7][C@H:6]([NH:9][C:10](=[O:26])[C:11]2[CH:16]=[CH:15][CH:14]=[N:13][C:12]=2[O:17][C:18]2[CH:23]=[CH:22][CH:21]=[C:20]([S:24][CH3:25])[CH:19]=2)[CH2:5][CH2:4]1.C(N(CC)CC)C.[CH:34]1([CH2:37][C:38](O)=[O:39])[CH2:36][CH2:35]1.Cl.CN(C)CCCN=C=NCC.ON1C2C=CC=CC=2N=N1. Product: [CH:34]1([CH2:37][C:38]([NH:2][C@@H:3]2[CH2:8][CH2:7][C@H:6]([NH:9][C:10](=[O:26])[C:11]3[CH:16]=[CH:15][CH:14]=[N:13][C:12]=3[O:17][C:18]3[CH:23]=[CH:22][CH:21]=[C:20]([S:24][CH3:25])[CH:19]=3)[CH2:5][CH2:4]2)=[O:39])[CH2:36][CH2:35]1. The catalyst class is: 9.